From a dataset of Forward reaction prediction with 1.9M reactions from USPTO patents (1976-2016). Predict the product of the given reaction. (1) Given the reactants B(O)(O)[C:2]1[CH:7]=[CH:6][CH:5]=[C:4]([C:8]([OH:10])=[O:9])[CH:3]=1.FC(F)(F)S(OC1CCN(C(OC(C)(C)C)=O)CC=1)(=O)=O.C(OC(C1C=C(C2CCN(C(OC(C)(C)C)=O)CC=2)C=CC=1)=O)C, predict the reaction product. The product is: [C:8]([OH:10])(=[O:9])[C:4]1[CH:5]=[CH:6][CH:7]=[CH:2][CH:3]=1. (2) The product is: [F:1][C:2]([F:29])([C:25]([F:28])([F:27])[F:26])[CH2:3][NH:4][C:5]([C:7]1([CH2:20][CH2:21][CH2:22][CH2:23][N:43]2[CH2:44][CH2:45][N:40]([C:32]3[N:31]([CH3:30])[C:35]4[CH:36]=[CH:37][CH:38]=[CH:39][C:34]=4[N:33]=3)[CH2:41][CH2:42]2)[C:19]2[CH:18]=[CH:17][CH:16]=[CH:15][C:14]=2[C:13]2[C:8]1=[CH:9][CH:10]=[CH:11][CH:12]=2)=[O:6]. Given the reactants [F:1][C:2]([F:29])([C:25]([F:28])([F:27])[F:26])[CH2:3][NH:4][C:5]([C:7]1([CH2:20][CH2:21][CH2:22][CH2:23]Br)[C:19]2[CH:18]=[CH:17][CH:16]=[CH:15][C:14]=2[C:13]2[C:8]1=[CH:9][CH:10]=[CH:11][CH:12]=2)=[O:6].[CH3:30][N:31]1[C:35]2[CH:36]=[CH:37][CH:38]=[CH:39][C:34]=2[N:33]=[C:32]1[N:40]1[CH2:45][CH2:44][NH:43][CH2:42][CH2:41]1, predict the reaction product.